This data is from NCI-60 drug combinations with 297,098 pairs across 59 cell lines. The task is: Regression. Given two drug SMILES strings and cell line genomic features, predict the synergy score measuring deviation from expected non-interaction effect. (1) Drug 1: COC1=C(C=C2C(=C1)N=CN=C2NC3=CC(=C(C=C3)F)Cl)OCCCN4CCOCC4. Drug 2: C1=CC=C(C(=C1)C(C2=CC=C(C=C2)Cl)C(Cl)Cl)Cl. Cell line: PC-3. Synergy scores: CSS=23.2, Synergy_ZIP=-1.37, Synergy_Bliss=3.11, Synergy_Loewe=-6.36, Synergy_HSA=3.95. (2) Drug 1: C1CCN(CC1)CCOC2=CC=C(C=C2)C(=O)C3=C(SC4=C3C=CC(=C4)O)C5=CC=C(C=C5)O. Drug 2: N.N.Cl[Pt+2]Cl. Cell line: SK-OV-3. Synergy scores: CSS=3.50, Synergy_ZIP=-0.241, Synergy_Bliss=0.535, Synergy_Loewe=-2.45, Synergy_HSA=-0.335. (3) Drug 1: CC1C(C(CC(O1)OC2CC(CC3=C2C(=C4C(=C3O)C(=O)C5=C(C4=O)C(=CC=C5)OC)O)(C(=O)CO)O)N)O.Cl. Drug 2: CN(CC1=CN=C2C(=N1)C(=NC(=N2)N)N)C3=CC=C(C=C3)C(=O)NC(CCC(=O)O)C(=O)O. Cell line: UACC-257. Synergy scores: CSS=26.1, Synergy_ZIP=-1.03, Synergy_Bliss=1.68, Synergy_Loewe=-12.0, Synergy_HSA=1.96. (4) Drug 1: CC1=CC=C(C=C1)C2=CC(=NN2C3=CC=C(C=C3)S(=O)(=O)N)C(F)(F)F. Drug 2: CC12CCC3C(C1CCC2O)C(CC4=C3C=CC(=C4)O)CCCCCCCCCS(=O)CCCC(C(F)(F)F)(F)F. Cell line: M14. Synergy scores: CSS=-6.16, Synergy_ZIP=2.26, Synergy_Bliss=-0.719, Synergy_Loewe=-7.40, Synergy_HSA=-6.92. (5) Drug 1: CC1=C2C(C(=O)C3(C(CC4C(C3C(C(C2(C)C)(CC1OC(=O)C(C(C5=CC=CC=C5)NC(=O)OC(C)(C)C)O)O)OC(=O)C6=CC=CC=C6)(CO4)OC(=O)C)O)C)O. Drug 2: CCC1=C2CN3C(=CC4=C(C3=O)COC(=O)C4(CC)O)C2=NC5=C1C=C(C=C5)O. Cell line: SNB-75. Synergy scores: CSS=18.4, Synergy_ZIP=-1.23, Synergy_Bliss=1.80, Synergy_Loewe=-0.575, Synergy_HSA=3.94. (6) Drug 1: CC1C(C(CC(O1)OC2CC(CC3=C2C(=C4C(=C3O)C(=O)C5=C(C4=O)C(=CC=C5)OC)O)(C(=O)C)O)N)O.Cl. Drug 2: C1=C(C(=O)NC(=O)N1)F. Cell line: NCI-H522. Synergy scores: CSS=16.8, Synergy_ZIP=-12.9, Synergy_Bliss=-10.2, Synergy_Loewe=-14.5, Synergy_HSA=-8.47.